From a dataset of Forward reaction prediction with 1.9M reactions from USPTO patents (1976-2016). Predict the product of the given reaction. (1) Given the reactants [C:1]([C:3]1[C:8]2[N:9]([CH2:12][C:13]([OH:15])=O)[CH:10]=[N:11][C:7]=2[CH:6]=[CH:5][CH:4]=1)#[N:2].[NH2:16][CH:17]([C:19]1[CH:24]=[CH:23][C:22]([C:25]([CH3:29])([CH3:28])[C:26]#[N:27])=[CH:21][C:20]=1[CH3:30])[CH3:18].CN(C(ON1N=NC2C=CC=NC1=2)=[N+](C)C)C.F[P-](F)(F)(F)(F)F, predict the reaction product. The product is: [C:1]([C:3]1[C:8]2[N:9]([CH2:12][C:13]([NH:16][CH:17]([C:19]3[CH:24]=[CH:23][C:22]([C:25]([C:26]#[N:27])([CH3:29])[CH3:28])=[CH:21][C:20]=3[CH3:30])[CH3:18])=[O:15])[CH:10]=[N:11][C:7]=2[CH:6]=[CH:5][CH:4]=1)#[N:2]. (2) Given the reactants [Si]([O:8][C:9]([CH3:36])([CH3:35])[CH2:10][O:11][NH:12][C:13]([C:15]1[C:16]2[CH2:34][CH2:33][CH2:32][C:17]=2[C:18](=[O:31])[N:19]([CH3:30])[C:20]=1[NH:21][C:22]1[CH:27]=[CH:26][C:25]([I:28])=[CH:24][C:23]=1[F:29])=[O:14])(C(C)(C)C)(C)C.CCCC[N+](CCCC)(CCCC)CCCC.[F-], predict the reaction product. The product is: [F:29][C:23]1[CH:24]=[C:25]([I:28])[CH:26]=[CH:27][C:22]=1[NH:21][C:20]1[N:19]([CH3:30])[C:18](=[O:31])[C:17]2[CH2:32][CH2:33][CH2:34][C:16]=2[C:15]=1[C:13]([NH:12][O:11][CH2:10][C:9]([OH:8])([CH3:35])[CH3:36])=[O:14].